From a dataset of NCI-60 drug combinations with 297,098 pairs across 59 cell lines. Regression. Given two drug SMILES strings and cell line genomic features, predict the synergy score measuring deviation from expected non-interaction effect. Drug 1: C1=C(C(=O)NC(=O)N1)N(CCCl)CCCl. Drug 2: CC(C)NC(=O)C1=CC=C(C=C1)CNNC.Cl. Cell line: K-562. Synergy scores: CSS=35.4, Synergy_ZIP=-8.52, Synergy_Bliss=-2.81, Synergy_Loewe=-8.12, Synergy_HSA=-2.71.